From a dataset of Experimentally validated miRNA-target interactions with 360,000+ pairs, plus equal number of negative samples. Binary Classification. Given a miRNA mature sequence and a target amino acid sequence, predict their likelihood of interaction. (1) The protein sequence of the target gene is MKSLKAKFRKSDTNEWNKNDDRLLQAVENGDAEKVASLLGKKGASATKHDSEGKTAFHLAAAKGHVECLRVMITHGVDVTAQDTTGHSALHLAAKNSHHECIRKLLQSKCPAESVDSSGKTALHYAAAQGCLQAVQILCEHKSPINLKDLDGNIPLLLAVQNGHSEICHFLLDHGADVNSRNKSGRTALMLACEIGSSNAVEALIKKGADLNLVDSLGYNALHYSKLSENAGIQSLLLSKISQDADLKTPTKPKQHDQVSKISSERSGTPKKRKAPPPPISPTQLSDVSSPRSITSTPLS.... Result: 0 (no interaction). The miRNA is hsa-miR-6731-5p with sequence UGGGAGAGCAGGGUAUUGUGGA. (2) The miRNA is hsa-miR-6762-5p with sequence CGGGGCCAUGGAGCAGCCUGUGU. The protein sequence of the target gene is MPLLVEGRRVRLPQSAGDLVRAHPPLEERARLLRGQSVQQVGPQGLLYVQQRELAVTSPKDGSISILGSDDATTCHIVVLRHTGNGATCLTHCDGTDTKAEVPLIMNSIKSFSDHAQCGRLEVHLVGGFSDDRQLSQKLTHQLLSEFDRQEDDIHLVTLCVTELNDREENENHFPVIYGIAVNIKTAEIYRASFQDRGPEEQLRAARTLAGGPMISIYDAETEQLRIGPYSWTPFPHVDFWLHQDDKQILENLSTSPLAEPPHFVEHIRSTLMFLKKHPSPAHTLFSGNKALLYKKNEDG.... Result: 0 (no interaction).